From a dataset of Experimentally validated miRNA-target interactions with 360,000+ pairs, plus equal number of negative samples. Binary Classification. Given a miRNA mature sequence and a target amino acid sequence, predict their likelihood of interaction. (1) The miRNA is cfa-miR-539 with sequence GGAGAAAUUAUCCUUGGUGUGU. The protein sequence of the target gene is MWPQPYLPPHPMMLEESRQNKLAAAKKKLKEYQQRKSPGIPAGAKTKKKKTDSSPETTTSGGCHSPGDSQYQELAVALESSSVTISQLNENIESLKQQKKQVEHQLEEAKKTNNEIHKAQMERLETINILTLEKADLKTTLYHTKRAARHFEEESKDLAGRLQYSLQRIQELERALCAVSTQQQEEDRSSSCREAVLQRWLQQTIKERALLNAHVTQVTESLKQVQLERDEYAKHIKGERARWQERMWKMSVEARTLKEEKKRDIHRIQELERSLSELKNQMAEPPSLAPPAVTSVVEQL.... Result: 0 (no interaction). (2) The miRNA is mmu-miR-141-3p with sequence UAACACUGUCUGGUAAAGAUGG. The protein sequence of the target gene is MARFTNCLLKNIFTRSQFDSAKRRQCLQYLNALRSLQHNGYKTVYFGETEIPETLVTGEDFSDSYYIHTPSWCILHAGGSQGWVPWKYRMFLRNDLCIKKEDSLFLEFCDVVKRAYGKCAIVVKGRRQQDEMKPKTDKEGEAKAYVPTSINLTSIACSPGVAKSYGHELISLPPYYNYLNPLDSAWSSMKWFIINNRKEFCLQSVDNVYTYRYILFSDLISKGIEKVNLTKWKAITNKVRRWENYYLAKFS. Result: 0 (no interaction). (3) The miRNA is mmu-miR-146a-5p with sequence UGAGAACUGAAUUCCAUGGGUU. The protein sequence of the target gene is MGMLVPTALAARLLSLFQQQLGSLWSGLAILFCWLRIALGWLDPGKEQPQVRGEPEDTQETQEDGNSTQPTTPVSVNYHFTRQCNYKCGFCFHTAKTSFVLPLEEAKRGLLLLKQAGLEKINFSGGEPFLQDRGEYLGKLVRFCKEELALPSVSIVSNGSLIRERWFKDYGEYLDILAISCDSFDEQVNALIGRGQGKKNHVENLQKLRRWCRDYKVAFKINSVINRFNVDEDMNEHIKALSPVRWKVFQCLLIEGENSGEDALREAERFLISNEEFETFLERHKEVSCLVPESNQKMKD.... Result: 1 (interaction). (4) The miRNA is hsa-miR-5584-5p with sequence CAGGGAAAUGGGAAGAACUAGA. The protein sequence of the target gene is MARKRKPPSSQGDPRRYDPDFQGPTAKRTCTDVLCCLIFLLFILGYVLLGLLAWAHGDPRKMAYPTDSQGHFCGQKGTPNENKTVLFYFNIFRCTSPSMMLRLQCSTTQICVSRCPERFLTYLDMQFLNKEDKNYWEYYRQFCKAKAKPVETLRDLLISGDCPLAVYPSRPFLQRCIPDLSALNGTWTPGSRMKFEDGSGQTRTMLEFREAANGISDLINARTIGLKLLEDYATSWKWILIGLTVAMALSWTFLILLRFTAGFLFWFFIFGVLGIIGYGIWYCFLEYSSIQQRPQSTFWM.... Result: 0 (no interaction). (5) The miRNA is hsa-miR-3942-5p with sequence AAGCAAUACUGUUACCUGAAAU. The protein sequence of the target gene is MNGEAICSALPTIPYHKLADLRYLSRGASGTVSSARHADWRVQVAVKHLHIHTPLLDSERKDVLREAEILHKARFSYILPILGICNEPEFLGIVTEYMPNGSLNELLHRKTEYPDVAWPLRFRILHEIALGVNYLHNMTPPLLHHDLKTQNILLDNEFHVKIADFGLSKWRMMSLSQSRSSKSAPEGGTIIYMPPENYEPGQKSRASIKHDIYSYAVITWEVLSRKQPFEDVTNPLQIMYSVSQGHRPVINEESLPYDIPHRARMISLIESGWAQNPDERPSFLKCLIELEPVLRTFEEI.... Result: 0 (no interaction).